Dataset: Catalyst prediction with 721,799 reactions and 888 catalyst types from USPTO. Task: Predict which catalyst facilitates the given reaction. Reactant: [F:1][C:2]1[C@H:3](O)[C@@H:4]2[O:8][C:7]([CH3:10])([CH3:9])[O:6][C@@H:5]2[CH:11]=1.C1(P(C2C=CC=CC=2)C2C=CC=CC=2)C=CC=CC=1.[F:32][C:33]1[C:38]2[N:39]=[CH:40][NH:41][C:37]=2[C:36]([F:42])=[CH:35][N:34]=1.CC(OC(/N=N/C(OC(C)C)=O)=O)C. The catalyst class is: 1. Product: [F:32][C:33]1[C:38]2[N:39]=[CH:40][N:41]([C@H:3]3[C@H:4]4[C@H:5]([O:6][C:7]([CH3:10])([CH3:9])[O:8]4)[CH:11]=[C:2]3[F:1])[C:37]=2[C:36]([F:42])=[CH:35][N:34]=1.[F:32][C:33]1[C:38]2[N:39]([C@H:3]3[C@H:4]4[C@H:5]([O:6][C:7]([CH3:10])([CH3:9])[O:8]4)[CH:11]=[C:2]3[F:1])[CH:40]=[N:41][C:37]=2[C:36]([F:42])=[CH:35][N:34]=1.